From a dataset of Catalyst prediction with 721,799 reactions and 888 catalyst types from USPTO. Predict which catalyst facilitates the given reaction. (1) Reactant: [CH3:1][N:2]([CH3:6])[C:3](Cl)=[S:4].[CH3:7][O:8][C:9]1[C:10]([OH:17])=[C:11]([CH:14]=[CH:15][CH:16]=1)[CH:12]=[O:13].[OH-].[K+]. Product: [CH3:1][N:2]([CH3:6])[C:3]([O:17][C:10]1[C:9]([O:8][CH3:7])=[CH:16][CH:15]=[CH:14][C:11]=1[CH:12]=[O:13])=[S:4]. The catalyst class is: 30. (2) Reactant: [CH3:1][O:2][C:3]([C:5]1[N:6]=[CH:7][C:8]([NH:11][C@H:12]2[C@@H:17]3[CH2:18][C@@H:14]([CH2:15][N:16]3C(OC(C)(C)C)=O)[CH2:13]2)=[N:9][CH:10]=1)=[O:4].Cl. Product: [C@H:17]12[CH2:18][C@H:14]([CH2:13][C@H:12]1[NH:11][C:8]1[N:9]=[CH:10][C:5]([C:3]([O:2][CH3:1])=[O:4])=[N:6][CH:7]=1)[CH2:15][NH:16]2. The catalyst class is: 817.